Dataset: Forward reaction prediction with 1.9M reactions from USPTO patents (1976-2016). Task: Predict the product of the given reaction. (1) Given the reactants [NH2:1][C:2]1[C:7]([C:8]([OH:10])=O)=[C:6]([C:11]([F:14])([F:13])[F:12])[N:5]=[CH:4][CH:3]=1.C(N(CC)CC)C.[F:22][C:23]1[CH:24]=[C:25]([CH2:30][CH:31]([NH2:33])[CH3:32])[CH:26]=[CH:27][C:28]=1[F:29].CN(C(ON1N=NC2C=CC=CC1=2)=[N+](C)C)C.F[P-](F)(F)(F)(F)F, predict the reaction product. The product is: [NH2:1][C:2]1[C:7]([C:8]([NH:33][CH:31]([CH3:32])[CH2:30][C:25]2[CH:26]=[CH:27][C:28]([F:29])=[C:23]([F:22])[CH:24]=2)=[O:10])=[C:6]([C:11]([F:14])([F:13])[F:12])[N:5]=[CH:4][CH:3]=1. (2) The product is: [Cl:1][C:2]1[CH:3]=[C:4]([F:28])[C:5]([N:8]2[CH2:11][C:10]([CH2:13][O:14][C:15]3[C:23]([CH:24]4[CH2:25][CH2:26]4)=[CH:22][C:18]([C:19]([NH:35][S:32]([CH2:29][CH3:30])(=[O:34])=[O:33])=[O:21])=[C:17]([F:27])[CH:16]=3)([CH3:12])[CH2:9]2)=[N:6][CH:7]=1. Given the reactants [Cl:1][C:2]1[CH:3]=[C:4]([F:28])[C:5]([N:8]2[CH2:11][C:10]([CH2:13][O:14][C:15]3[C:23]([CH:24]4[CH2:26][CH2:25]4)=[CH:22][C:18]([C:19]([OH:21])=O)=[C:17]([F:27])[CH:16]=3)([CH3:12])[CH2:9]2)=[N:6][CH:7]=1.[CH:29]1([S:32]([NH2:35])(=[O:34])=[O:33])C[CH2:30]1.C(S(N)(=O)=O)C, predict the reaction product. (3) Given the reactants [Cl:1][C:2]1[CH:8]=[C:7]([O:9][C:10]2[C:19]3[C:14](=[CH:15][C:16]([O:22][CH3:23])=[C:17]([O:20][CH3:21])[CH:18]=3)[N:13]=[CH:12][N:11]=2)[CH:6]=[CH:5][C:3]=1[NH2:4].C1(C)C=CC=CC=1.C(N(CC)CC)C.Cl[C:39](Cl)([O:41]C(=O)OC(Cl)(Cl)Cl)Cl.[CH3:50][O:51][C:52]1[CH:60]=[CH:59][C:55]([CH:56]([OH:58])[CH3:57])=[CH:54][CH:53]=1, predict the reaction product. The product is: [Cl:1][C:2]1[CH:8]=[C:7]([O:9][C:10]2[C:19]3[C:14](=[CH:15][C:16]([O:22][CH3:23])=[C:17]([O:20][CH3:21])[CH:18]=3)[N:13]=[CH:12][N:11]=2)[CH:6]=[CH:5][C:3]=1[NH:4][C:39](=[O:41])[O:58][CH:56]([C:55]1[CH:59]=[CH:60][C:52]([O:51][CH3:50])=[CH:53][CH:54]=1)[CH3:57]. (4) Given the reactants Cl[CH2:2][C:3]([C:14]1[CH:19]=[CH:18][C:17]([F:20])=[CH:16][C:15]=1[F:21])([OH:13])[CH:4]([O:6]C(=O)C(C)(C)C)[CH3:5].C[O-].[Na+].O.C(OCC)(=O)C, predict the reaction product. The product is: [O:13]1[C:3]([C:14]2[CH:19]=[CH:18][C:17]([F:20])=[CH:16][C:15]=2[F:21])([CH:4]([OH:6])[CH3:5])[CH2:2]1. (5) Given the reactants [CH:1]1[C:11]2[CH2:10][CH2:9][C:8]3[CH:12]=[CH:13][CH:14]=[CH:15][C:7]=3[NH:6][C:5]=2[CH:4]=[CH:3][C:2]=1[CH:16]=[O:17].CS(C)=[O:20].P([O-])(O)(O)=O.[Na+].Cl([O-])=O.[Na+], predict the reaction product. The product is: [CH:1]1[C:11]2[CH2:10][CH2:9][C:8]3[CH:12]=[CH:13][CH:14]=[CH:15][C:7]=3[NH:6][C:5]=2[CH:4]=[CH:3][C:2]=1[C:16]([OH:20])=[O:17]. (6) Given the reactants [CH2:1]([O:3][P:4]([CH2:9][C:10]1[CH:15]=[CH:14][C:13]([NH:16][C:17]2[N:22]=[C:21](Cl)[C:20]([C:24]([F:27])([F:26])[F:25])=[CH:19][N:18]=2)=[C:12]([O:28][CH3:29])[CH:11]=1)(=[O:8])[O:5][CH2:6][CH3:7])[CH3:2].[NH2:30][C:31]1[C:32]([C:44]([NH:46][CH3:47])=[O:45])=[N:33][C:34]([C@H:37]2[CH2:42][CH2:41][C@H:40]([OH:43])[CH2:39][CH2:38]2)=[CH:35][CH:36]=1, predict the reaction product. The product is: [CH2:1]([O:3][P:4]([CH2:9][C:10]1[CH:15]=[CH:14][C:13]([NH:16][C:17]2[N:22]=[C:21]([NH:30][C:31]3[C:32]([C:44](=[O:45])[NH:46][CH3:47])=[N:33][C:34]([C@H:37]4[CH2:38][CH2:39][C@H:40]([OH:43])[CH2:41][CH2:42]4)=[CH:35][CH:36]=3)[C:20]([C:24]([F:27])([F:26])[F:25])=[CH:19][N:18]=2)=[C:12]([O:28][CH3:29])[CH:11]=1)(=[O:8])[O:5][CH2:6][CH3:7])[CH3:2]. (7) Given the reactants [BH4-].[Li+].C[O:4][C:5]([CH:7]1[CH2:11][CH:10]([OH:12])[CH2:9][N:8]1[C:13](=[O:30])[CH2:14][CH2:15][CH2:16][CH2:17][CH2:18][NH:19][C:20]([O:22][CH2:23][C:24]1[CH:29]=[CH:28][CH:27]=[CH:26][CH:25]=1)=[O:21])=O, predict the reaction product. The product is: [CH2:23]([O:22][C:20](=[O:21])[NH:19][CH2:18][CH2:17][CH2:16][CH2:15][CH2:14][C:13]([N:8]1[CH2:9][CH:10]([OH:12])[CH2:11][CH:7]1[CH2:5][OH:4])=[O:30])[C:24]1[CH:25]=[CH:26][CH:27]=[CH:28][CH:29]=1.